From a dataset of Merck oncology drug combination screen with 23,052 pairs across 39 cell lines. Regression. Given two drug SMILES strings and cell line genomic features, predict the synergy score measuring deviation from expected non-interaction effect. (1) Drug 1: CCC1(O)CC2CN(CCc3c([nH]c4ccccc34)C(C(=O)OC)(c3cc4c(cc3OC)N(C)C3C(O)(C(=O)OC)C(OC(C)=O)C5(CC)C=CCN6CCC43C65)C2)C1. Drug 2: O=C(NOCC(O)CO)c1ccc(F)c(F)c1Nc1ccc(I)cc1F. Cell line: NCIH460. Synergy scores: synergy=-0.437. (2) Drug 1: Cn1nnc2c(C(N)=O)ncn2c1=O. Drug 2: NC(=O)c1cccc2cn(-c3ccc(C4CCCNC4)cc3)nc12. Cell line: OCUBM. Synergy scores: synergy=95.5.